Task: Predict the product of the given reaction.. Dataset: Forward reaction prediction with 1.9M reactions from USPTO patents (1976-2016) (1) Given the reactants [S:1]1[C:5]2=[CH:6][N:7]=[CH:8][CH:9]=[C:4]2[CH:3]=[CH:2]1.C([Li])CCC.[C:15]1([CH:21]=[N:22][S:23]([C:26]2[CH:36]=[CH:35][C:29]3[O:30][CH2:31][CH2:32][CH2:33][O:34][C:28]=3[CH:27]=2)(=[O:25])=[O:24])[CH:20]=[CH:19][CH:18]=[CH:17][CH:16]=1, predict the reaction product. The product is: [C:15]1([CH:21]([C:2]2[S:1][C:5]3=[CH:6][N:7]=[CH:8][CH:9]=[C:4]3[CH:3]=2)[NH:22][S:23]([C:26]2[CH:36]=[CH:35][C:29]3[O:30][CH2:31][CH2:32][CH2:33][O:34][C:28]=3[CH:27]=2)(=[O:24])=[O:25])[CH:16]=[CH:17][CH:18]=[CH:19][CH:20]=1. (2) The product is: [CH2:18]([N:3]([CH2:1][CH3:2])[CH2:4][CH2:5][N:6]1[C:14]2[C:9](=[CH:10][C:11]([NH2:15])=[CH:12][CH:13]=2)[CH2:8][CH2:7]1)[CH3:19]. Given the reactants [CH2:1]([N:3]([CH2:18][CH3:19])[CH2:4][CH2:5][N:6]1[C:14]2[C:9](=[CH:10][C:11]([N+:15]([O-])=O)=[CH:12][CH:13]=2)[CH2:8][CH2:7]1)[CH3:2], predict the reaction product. (3) Given the reactants [Cl:1][C:2]([Cl:7])([Cl:6])[C:3](Cl)=[O:4].[NH:8]1[CH:12]=[CH:11][CH:10]=[CH:9]1.C(=O)([O-])[O-].[Na+].[Na+], predict the reaction product. The product is: [Cl:1][C:2]([Cl:7])([Cl:6])[C:3]([C:9]1[NH:8][CH:12]=[CH:11][CH:10]=1)=[O:4]. (4) Given the reactants [CH:1]1[C:10]2[C:5](=[CH:6][CH:7]=[CH:8][CH:9]=2)[CH:4]=[C:3]([C:11]2[NH:15][C:14]3[CH:16]=[CH:17][CH:18]=[C:19]([C:20](O)=[O:21])[C:13]=3[N:12]=2)[N:2]=1.CN(C(ON1N=NC2C=CC=CC1=2)=[N+](C)C)C.F[P-](F)(F)(F)(F)F.Cl.[CH3:48][O:49][C:50](=[O:62])[CH:51]([NH2:61])[CH2:52][C:53]1[CH:58]=[C:57]([F:59])[CH:56]=[C:55]([F:60])[CH:54]=1, predict the reaction product. The product is: [CH3:48][O:49][C:50](=[O:62])[CH:51]([NH:61][C:20]([C:19]1[C:13]2[N:12]=[C:11]([C:3]3[N:2]=[CH:1][C:10]4[C:5]([CH:4]=3)=[CH:6][CH:7]=[CH:8][CH:9]=4)[NH:15][C:14]=2[CH:16]=[CH:17][CH:18]=1)=[O:21])[CH2:52][C:53]1[CH:54]=[C:55]([F:60])[CH:56]=[C:57]([F:59])[CH:58]=1.